From a dataset of Catalyst prediction with 721,799 reactions and 888 catalyst types from USPTO. Predict which catalyst facilitates the given reaction. (1) Reactant: OC(C(F)(F)F)=O.[F:8][C:9]1[CH:26]=[CH:25][C:12]([CH2:13][C:14]2[C:23]3[C:18](=[CH:19][CH:20]=[CH:21][CH:22]=3)[C:17](=[O:24])[NH:16][N:15]=2)=[CH:11][C:10]=1[C:27]([N:29]1[CH2:34][CH2:33][NH:32][CH2:31][CH2:30]1)=[O:28].[O:35]1[CH:39]=[CH:38][CH:37]=[C:36]1[C:40](=[O:44])[C:41](O)=[O:42].CCN(C(C)C)C(C)C.CN(C(ON1N=NC2C=CC=NC1=2)=[N+](C)C)C.F[P-](F)(F)(F)(F)F. Product: [F:8][C:9]1[CH:26]=[CH:25][C:12]([CH2:13][C:14]2[C:23]3[C:18](=[CH:19][CH:20]=[CH:21][CH:22]=3)[C:17](=[O:24])[NH:16][N:15]=2)=[CH:11][C:10]=1[C:27]([N:29]1[CH2:34][CH2:33][N:32]([C:41](=[O:42])[C:40]([C:36]2[O:35][CH:39]=[CH:38][CH:37]=2)=[O:44])[CH2:31][CH2:30]1)=[O:28]. The catalyst class is: 3. (2) Reactant: [Br:1][C:2]1[CH:3]=[N:4][C:5](Cl)=[N:6][CH:7]=1.CC(O)C.CCN(C(C)C)C(C)C.[O:22]1[CH2:27][CH2:26][N:25]([CH2:28][CH2:29][NH2:30])[CH2:24][CH2:23]1. Product: [Br:1][C:2]1[CH:3]=[N:4][C:5]([NH:30][CH2:29][CH2:28][N:25]2[CH2:26][CH2:27][O:22][CH2:23][CH2:24]2)=[N:6][CH:7]=1. The catalyst class is: 28. (3) Reactant: [CH2:1]([O:8][C@H:9]1[C@:15]2([C:17]3[CH:22]=[CH:21][C:20]([Cl:23])=[C:19]([CH2:24][C:25]4[CH:30]=[CH:29][C:28]([O:31][CH2:32][CH3:33])=[CH:27][CH:26]=4)[CH:18]=3)[O:16][C@@:12]3([CH2:34][O:35]C(C4C=CC=CC=4)[O:37][C@H:11]3[C@@H:10]1[O:44][CH2:45][C:46]1[CH:51]=[CH:50][CH:49]=[CH:48][CH:47]=1)[CH2:13][O:14]2)[C:2]1[CH:7]=[CH:6][CH:5]=[CH:4][CH:3]=1.O.C1(C)C=CC(S(O)(=O)=O)=CC=1.[Na]. Product: [CH2:45]([O:44][C@@H:10]1[C@@H:9]([O:8][CH2:1][C:2]2[CH:3]=[CH:4][CH:5]=[CH:6][CH:7]=2)[C@:15]2([C:17]3[CH:22]=[CH:21][C:20]([Cl:23])=[C:19]([CH2:24][C:25]4[CH:26]=[CH:27][C:28]([O:31][CH2:32][CH3:33])=[CH:29][CH:30]=4)[CH:18]=3)[O:16][C@@:12]([CH2:34][OH:35])([CH2:13][O:14]2)[C@H:11]1[OH:37])[C:46]1[CH:51]=[CH:50][CH:49]=[CH:48][CH:47]=1. The catalyst class is: 10. (4) Reactant: [Mg].[CH2:2]([O:4][C:5](=[O:47])/[CH:6]=[CH:7]/[C:8]1[O:9][C:10]([C:13]2[CH:18]=[CH:17][C:16]([C:19]([C:24]3[CH:29]=[CH:28][C:27]([CH2:30][CH2:31][CH:32]([O:37][Si:38]([C:41]([CH3:44])([CH3:43])[CH3:42])([CH3:40])[CH3:39])[C:33]([CH3:36])([CH3:35])[CH3:34])=[C:26]([CH3:45])[CH:25]=3)([CH2:22][CH3:23])[CH2:20][CH3:21])=[CH:15][C:14]=2[CH3:46])=[CH:11][CH:12]=1)C.C(OCC)(=O)C.S(=O)(=O)(O)[O-].[K+]. Product: [CH3:2][O:4][C:5](=[O:47])[CH2:6][CH2:7][C:8]1[O:9][C:10]([C:13]2[CH:18]=[CH:17][C:16]([C:19]([C:24]3[CH:29]=[CH:28][C:27]([CH2:30][CH2:31][CH:32]([O:37][Si:38]([C:41]([CH3:44])([CH3:43])[CH3:42])([CH3:40])[CH3:39])[C:33]([CH3:36])([CH3:35])[CH3:34])=[C:26]([CH3:45])[CH:25]=3)([CH2:22][CH3:23])[CH2:20][CH3:21])=[CH:15][C:14]=2[CH3:46])=[CH:11][CH:12]=1. The catalyst class is: 111. (5) Reactant: [CH3:1][C:2]([C:4]1[CH:9]=[CH:8][C:7]([Cl:10])=[CH:6][CH:5]=1)=[O:3].[BH4-].[Na+].Cl. Product: [Cl:10][C:7]1[CH:8]=[CH:9][C:4]([CH:2]([OH:3])[CH3:1])=[CH:5][CH:6]=1. The catalyst class is: 5. (6) Reactant: C[O:2][C:3](=[O:41])[C:4]1[CH:9]=[CH:8][C:7]([C:10]2[N:11]=[C:12]([C:29]3[CH:34]=[CH:33][CH:32]=[C:31]([CH2:35][CH2:36][CH2:37][CH2:38][CH2:39][CH3:40])[CH:30]=3)[N:13]([CH3:28])[C:14]=2[C:15]([N:17]2[CH2:22][CH2:21][CH:20]([N:23]3[CH2:27][CH2:26][CH2:25][CH2:24]3)[CH2:19][CH2:18]2)=[O:16])=[CH:6][CH:5]=1.[OH-].[Li+]. Product: [CH2:35]([C:31]1[CH:30]=[C:29]([C:12]2[N:13]([CH3:28])[C:14]([C:15]([N:17]3[CH2:18][CH2:19][CH:20]([N:23]4[CH2:24][CH2:25][CH2:26][CH2:27]4)[CH2:21][CH2:22]3)=[O:16])=[C:10]([C:7]3[CH:8]=[CH:9][C:4]([C:3]([OH:41])=[O:2])=[CH:5][CH:6]=3)[N:11]=2)[CH:34]=[CH:33][CH:32]=1)[CH2:36][CH2:37][CH2:38][CH2:39][CH3:40]. The catalyst class is: 36. (7) Product: [CH:1]1([C:6]2[CH:31]=[CH:30][C:9]([CH2:10][O:11][C:12]3[CH:20]=[CH:19][C:18]4[NH:17][C:16]5[CH:21]([CH2:24][C:25]([OH:27])=[O:26])[CH2:22][CH2:23][C:15]=5[C:14]=4[CH:13]=3)=[CH:8][C:7]=2[C:32]([F:35])([F:33])[F:34])[CH2:5][CH2:4][CH2:3][CH2:2]1. Reactant: [CH:1]1([C:6]2[CH:31]=[CH:30][C:9]([CH2:10][O:11][C:12]3[CH:20]=[CH:19][C:18]4[NH:17][C:16]5[CH:21]([CH2:24][C:25]([O:27]CC)=[O:26])[CH2:22][CH2:23][C:15]=5[C:14]=4[CH:13]=3)=[CH:8][C:7]=2[C:32]([F:35])([F:34])[F:33])[CH2:5][CH2:4][CH2:3][CH2:2]1.CO.O[Li].O.Cl. The catalyst class is: 132.